Dataset: Reaction yield outcomes from USPTO patents with 853,638 reactions. Task: Predict the reaction yield, written as a fraction of the theoretical maximum amount of product (1.0 means a 100% yield; for example, 0.34 means a 34% yield). (1) The reactants are Cl.[CH3:2][N:3]([CH3:10])[CH2:4]/[CH:5]=[CH:6]/[C:7](O)=[O:8].CN(C=O)C.C(Cl)(=O)C(Cl)=O.CCN(C(C)C)C(C)C.[CH3:31][C:32]1[C:38]([B:39]2[O:43][C:42]([CH3:45])([CH3:44])[C:41]([CH3:47])([CH3:46])[O:40]2)=[CH:37][CH:36]=[CH:35][C:33]=1[NH2:34]. The catalyst is C1COCC1. The product is [CH3:2][N:3]([CH3:10])[CH2:4]/[CH:5]=[CH:6]/[C:7]([NH:34][C:33]1[CH:35]=[CH:36][CH:37]=[C:38]([B:39]2[O:43][C:42]([CH3:44])([CH3:45])[C:41]([CH3:47])([CH3:46])[O:40]2)[C:32]=1[CH3:31])=[O:8]. The yield is 0.140. (2) The reactants are [CH3:1][C:2]1[C:6]2[C:7](=[O:19])[N:8]([CH2:11][CH2:12][N:13]3[CH2:18][CH2:17][O:16][CH2:15][CH2:14]3)[CH2:9][CH2:10][C:5]=2[NH:4][C:3]=1[CH:20]=O.[N:22]1[CH:27]=[CH:26][C:25]([C:28]2[CH:36]=[CH:35][CH:34]=[C:33]3[C:29]=2[CH2:30][C:31](=[O:37])[NH:32]3)=[CH:24][CH:23]=1. No catalyst specified. The product is [CH3:1][C:2]1[C:6]2[C:7](=[O:19])[N:8]([CH2:11][CH2:12][N:13]3[CH2:14][CH2:15][O:16][CH2:17][CH2:18]3)[CH2:9][CH2:10][C:5]=2[NH:4][C:3]=1[CH:20]=[C:30]1[C:29]2[C:33](=[CH:34][CH:35]=[CH:36][C:28]=2[C:25]2[CH:24]=[CH:23][N:22]=[CH:27][CH:26]=2)[NH:32][C:31]1=[O:37]. The yield is 0.720.